Dataset: HIV replication inhibition screening data with 41,000+ compounds from the AIDS Antiviral Screen. Task: Binary Classification. Given a drug SMILES string, predict its activity (active/inactive) in a high-throughput screening assay against a specified biological target. (1) The compound is CC(C)(C)OC(=O)N(CCCN)CCCCN. The result is 0 (inactive). (2) The drug is CSc1nc(S)nc2c1c(C)nn2-c1ccccc1. The result is 0 (inactive). (3) The molecule is COc1ccc(C(NC(=O)CC(C(=O)N(C)C(C)C(=O)O)N(C)C(=O)C2CCCN2C(=O)C(C(C)C)N(C)C(=O)C(C(C)C)N(C)C(=O)C(Cc2ccccc2)N(C)C(=O)C(NC(=O)OC(C)(C)C)C(C)C)c2ccc(OC)cc2)cc1. The result is 0 (inactive). (4) The drug is CC(C)CC(NC(=O)C(CO)NC(=O)OCc1ccccc1)C(=O)NC(Cc1ccc(O)cc1)C(=O)NN. The result is 0 (inactive). (5) The drug is CC1CCC(=Cc2ccc(F)cc2)C2=C1C(c1ccc(F)cc1)n1c(sc(=Cc3cccc(Br)c3)c1=O)=N2. The result is 0 (inactive). (6) The drug is Cc1n[nH]c(=O)n1N=Cc1ccc([N+](=O)[O-])cc1. The result is 0 (inactive).